From a dataset of Full USPTO retrosynthesis dataset with 1.9M reactions from patents (1976-2016). Predict the reactants needed to synthesize the given product. (1) The reactants are: [H-].[Na+].[N:3]1[N:4]=[CH:5][N:6]([NH:8][C:9]2[CH:16]=[CH:15][C:12]([C:13]#[N:14])=[CH:11][CH:10]=2)[CH:7]=1.[CH2:17]([O:24][C:25]1[CH:30]=[CH:29][C:28]([CH2:31]Br)=[CH:27][C:26]=1[Cl:33])[C:18]1[CH:23]=[CH:22][CH:21]=[CH:20][CH:19]=1.C(OCC)(=O)C. Given the product [CH2:17]([O:24][C:25]1[CH:30]=[CH:29][C:28]([CH2:31][N:8]([N:6]2[CH:5]=[N:4][N:3]=[CH:7]2)[C:9]2[CH:10]=[CH:11][C:12]([C:13]#[N:14])=[CH:15][CH:16]=2)=[CH:27][C:26]=1[Cl:33])[C:18]1[CH:19]=[CH:20][CH:21]=[CH:22][CH:23]=1, predict the reactants needed to synthesize it. (2) The reactants are: [Br:1][C:2]1[CH:3]=[C:4]([CH:8]=[CH:9][C:10]=1[CH3:11])[C:5]([OH:7])=O.[Cl-].[Cl:13][C:14]1[CH:19]=[CH:18][CH:17]=[CH:16][C:15]=1[CH2:20][C@@H:21]([NH3+:28])[CH2:22][C:23]([O:25][CH2:26][CH3:27])=[O:24].CCN(C(C)C)C(C)C.CN(C(ON1N=NC2C=CC=NC1=2)=[N+](C)C)C.F[P-](F)(F)(F)(F)F. Given the product [CH2:26]([O:25][C:23](=[O:24])[CH2:22][C@H:21]([NH:28][C:5](=[O:7])[C:4]1[CH:8]=[CH:9][C:10]([CH3:11])=[C:2]([Br:1])[CH:3]=1)[CH2:20][C:15]1[CH:16]=[CH:17][CH:18]=[CH:19][C:14]=1[Cl:13])[CH3:27], predict the reactants needed to synthesize it. (3) Given the product [Cl:1][C:2]1[C:7]([CH2:8][NH:9][C:10]2[CH:23]=[CH:22][C:13]3[C@H:14]([CH2:17][C:18]([OH:20])=[O:19])[CH2:15][O:16][C:12]=3[CH:11]=2)=[CH:6][CH:5]=[CH:4][C:3]=1[C:24]1[C:29]([CH3:30])=[CH:28][CH:27]=[CH:26][C:25]=1[CH3:31], predict the reactants needed to synthesize it. The reactants are: [Cl:1][C:2]1[C:7]([CH2:8][NH:9][C:10]2[CH:23]=[CH:22][C:13]3[C@H:14]([CH2:17][C:18]([O:20]C)=[O:19])[CH2:15][O:16][C:12]=3[CH:11]=2)=[CH:6][CH:5]=[CH:4][C:3]=1[C:24]1[C:29]([CH3:30])=[CH:28][CH:27]=[CH:26][C:25]=1[CH3:31].[OH-].[Na+].Cl. (4) The reactants are: [C:1]([O:5][C:6](=[O:20])[NH:7][C@@H:8]1[C:14](=[O:15])[NH:13][C:12]2[CH:16]=[CH:17][CH:18]=[CH:19][C:11]=2[NH:10][CH2:9]1)([CH3:4])([CH3:3])[CH3:2].[C:21]([C:23]1[CH:31]=[CH:30][C:26]([C:27](O)=[O:28])=[CH:25][CH:24]=1)#[N:22].O=P(Cl)(Cl)Cl. Given the product [C:21]([C:23]1[CH:31]=[CH:30][C:26]([C:27]([N:10]2[CH2:9][C@H:8]([NH:7][C:6](=[O:20])[O:5][C:1]([CH3:4])([CH3:2])[CH3:3])[C:14](=[O:15])[NH:13][C:12]3[CH:16]=[CH:17][CH:18]=[CH:19][C:11]2=3)=[O:28])=[CH:25][CH:24]=1)#[N:22], predict the reactants needed to synthesize it. (5) Given the product [OH:1][CH:2]([C:6]1[CH:11]=[CH:10][C:9]([C:12]2[N:16]=[C:15]([C:17]3[O:21][N:20]=[C:19]([C:22]4[CH:23]=[CH:24][CH:25]=[CH:26][CH:27]=4)[C:18]=3[C:28]([F:31])([F:30])[F:29])[O:14][N:13]=2)=[CH:8][CH:7]=1)[C:3]([NH:46][CH2:45][C:43]1[O:42][N:41]=[C:40]([CH3:39])[CH:44]=1)=[O:5], predict the reactants needed to synthesize it. The reactants are: [OH:1][CH:2]([C:6]1[CH:11]=[CH:10][C:9]([C:12]2[N:16]=[C:15]([C:17]3[O:21][N:20]=[C:19]([C:22]4[CH:27]=[CH:26][CH:25]=[CH:24][CH:23]=4)[C:18]=3[C:28]([F:31])([F:30])[F:29])[O:14][N:13]=2)=[CH:8][CH:7]=1)[C:3]([OH:5])=O.CN1CCOCC1.[CH3:39][C:40]1[CH:44]=[C:43]([CH2:45][NH2:46])[O:42][N:41]=1.F[P-](F)(F)(F)(F)F.N1(O[P+](N(C)C)(N(C)C)N(C)C)C2C=CC=CC=2N=N1. (6) The reactants are: [F:1][C:2]1[CH:3]=[C:4]2[C:8](=[CH:9][CH:10]=1)[NH:7][C:6]([CH2:11][CH2:12][CH3:13])=[CH:5]2.[H-].[Na+].Cl[CH2:17][C:18]1[CH:37]=[CH:36][C:21]([CH2:22][O:23][C:24]2[CH:29]=[CH:28][C:27]([CH2:30][CH2:31][C:32]([O:34]C)=[O:33])=[CH:26][CH:25]=2)=[CH:20][CH:19]=1.[I-].[Na+].[OH-].[Na+]. Given the product [F:1][C:2]1[CH:3]=[C:4]2[C:8](=[CH:9][CH:10]=1)[N:7]([CH2:17][C:18]1[CH:37]=[CH:36][C:21]([CH2:22][O:23][C:24]3[CH:29]=[CH:28][C:27]([CH2:30][CH2:31][C:32]([OH:34])=[O:33])=[CH:26][CH:25]=3)=[CH:20][CH:19]=1)[C:6]([CH2:11][CH2:12][CH3:13])=[CH:5]2, predict the reactants needed to synthesize it. (7) Given the product [C:11]([O:15][C:16]([N:7]1[C:8]2[C:4](=[CH:3][C:2]([Br:1])=[CH:10][CH:9]=2)[CH2:5][CH2:6]1)=[O:17])([CH3:14])([CH3:13])[CH3:12], predict the reactants needed to synthesize it. The reactants are: [Br:1][C:2]1[CH:3]=[C:4]2[C:8](=[CH:9][CH:10]=1)[NH:7][CH2:6][CH2:5]2.[C:11]([O:15][C:16](O[C:16]([O:15][C:11]([CH3:14])([CH3:13])[CH3:12])=[O:17])=[O:17])([CH3:14])([CH3:13])[CH3:12]. (8) Given the product [CH2:1]([O:8][C:9]1[CH:18]=[C:17]2[C:12]([C:13]([O:22][C:23]3[CH:24]=[CH:25][C:26]([CH2:29][C:30]([C:32]4[CH:33]=[CH:34][CH:35]=[CH:36][CH:37]=4)=[O:31])=[CH:27][CH:28]=3)=[CH:14][CH:15]=[N:16]2)=[CH:11][C:10]=1[O:20][CH3:21])[C:2]1[CH:7]=[CH:6][CH:5]=[CH:4][CH:3]=1, predict the reactants needed to synthesize it. The reactants are: [CH2:1]([O:8][C:9]1[CH:18]=[C:17]2[C:12]([C:13](Cl)=[CH:14][CH:15]=[N:16]2)=[CH:11][C:10]=1[O:20][CH3:21])[C:2]1[CH:7]=[CH:6][CH:5]=[CH:4][CH:3]=1.[OH:22][C:23]1[CH:28]=[CH:27][C:26]([CH2:29][C:30]([C:32]2[CH:37]=[CH:36][CH:35]=[CH:34][CH:33]=2)=[O:31])=[CH:25][CH:24]=1. (9) Given the product [CH3:17][CH2:16][CH2:15][C:7]1[N:8]([CH2:52][C:51]2[CH:54]=[CH:55][C:48]([C:43]3[C:42]([C:41]4[N:37]([C:18]([C:25]5[CH:30]=[CH:29][CH:28]=[CH:27][CH:26]=5)([C:31]5[CH:32]=[CH:33][CH:34]=[CH:35][CH:36]=5)[C:19]5[CH:20]=[CH:21][CH:22]=[CH:23][CH:24]=5)[N:38]=[N:39][N:40]=4)=[CH:47][CH:46]=[CH:45][CH:44]=3)=[CH:49][CH:50]=2)[C:9]([C:10]([O:12][CH2:13][C:14]2[O:67][C:63](=[O:64])[O:62][C:61]=2[CH3:60])=[O:11])=[C:5]([C:2]([OH:1])([CH3:4])[CH3:3])[N:6]=1, predict the reactants needed to synthesize it. The reactants are: [OH:1][C:2]([C:5]1[N:6]=[C:7]([CH2:15][CH2:16][CH3:17])[NH:8][C:9]=1[C:10]([O:12][CH2:13][CH3:14])=[O:11])([CH3:4])[CH3:3].[C:18]([N:37]1[C:41]([C:42]2[CH:47]=[CH:46][CH:45]=[CH:44][C:43]=2[C:48]2[CH:55]=[CH:54][C:51]([CH2:52]Br)=[CH:50][CH:49]=2)=[N:40][N:39]=[N:38]1)([C:31]1[CH:36]=[CH:35][CH:34]=[CH:33][CH:32]=1)([C:25]1[CH:30]=[CH:29][CH:28]=[CH:27][CH:26]=1)[C:19]1[CH:24]=[CH:23][CH:22]=[CH:21][CH:20]=1.O.[OH-].[Li+].Cl[CH2:60][C:61]1[O:62][C:63](=[O:67])[O:64]C=1C. (10) Given the product [NH:39]1[C:40]2[C:36](=[C:35]([C:2]3[CH:10]=[C:9]4[C:5]([CH:6]=[N:7][NH:8]4)=[C:4]([C:21]4[O:22][C:23]([CH3:26])=[N:24][N:25]=4)[CH:3]=3)[CH:43]=[CH:42][CH:41]=2)[CH:37]=[CH:38]1, predict the reactants needed to synthesize it. The reactants are: Br[C:2]1[CH:10]=[C:9]2[C:5]([CH:6]=[N:7][N:8]2S(C2C=CC(C)=CC=2)(=O)=O)=[C:4]([C:21]2[O:22][C:23]([CH3:26])=[N:24][N:25]=2)[CH:3]=1.CC1(C)C(C)(C)OB([C:35]2[CH:43]=[CH:42][CH:41]=[C:40]3[C:36]=2[CH:37]=[CH:38][NH:39]3)O1.O.C(=O)(O)[O-].[Na+].